This data is from Experimentally validated miRNA-target interactions with 360,000+ pairs, plus equal number of negative samples. The task is: Binary Classification. Given a miRNA mature sequence and a target amino acid sequence, predict their likelihood of interaction. (1) The miRNA is hsa-miR-29c-3p with sequence UAGCACCAUUUGAAAUCGGUUA. The protein sequence of the target gene is MANALASATCERCKGGFAPAEKIVNSNGELYHEQCFVCAQCFQQFPEGLFYEFEGRKYCEHDFQMLFAPCCHQCGEFIIGRVIKAMNNSWHPECFRCDLCQEVLADIGFVKNAGRHLCRPCHNREKARGLGKYICQKCHAIIDEQPLIFKNDPYHPDHFNCANCGKELTADARELKGELYCLPCHDKMGVPICGACRRPIEGRVVNAMGKQWHVEHFVCAKCEKPFLGHRHYERKGLAYCETHYNQLFGDVCFHCNRVIEGDVVSALNKAWCVNCFACSTCNTKLTLKNKFVEFDMKPVC.... Result: 1 (interaction). (2) The miRNA is hsa-miR-6853-5p with sequence AGCGUGGGAUGUCCAUGAAGUCAG. The protein sequence of the target gene is MSHAVTIEEPQAQPQVSQTRYRERSRAGSHISSNRAYDFLYDPLFIVSSEKDHTQANIQATLIRSRLRKVPRFKTMFSNLIHYPRYSLYWSKSDPVPPFISREWKGHKEKHREALRQLTTTDASFQMPKEVYEDPEVTGKNRYKYFERPFLPFFQQMPFNVVYAVSKAEPYTFPPTSTKHLSIPSKSTVGTQTDYRDADVQTDPYSAEYVVCQDSIPELLTLATLTWGRGLPAGQAEVEMIERAREKRAWEASLPALSDTSQFEKRRKMMNEMERKEWAFREQEIEKLQEIRLEVLKELL.... Result: 0 (no interaction). (3) The miRNA is hsa-miR-3911 with sequence UGUGUGGAUCCUGGAGGAGGCA. The protein sequence of the target gene is MEGRGPYRIYDPGGSVPSGEASAAFERLVKENSRLKEKMQGIKMLGELLEESQMEATRLRQKAEELVKDNELLPPPSPSLGSFDPLAELTGKDSNVTASPTAPACPSDKPAPVQKPPSSGTSSEFEVVTPEEQNSPESSSHANAMALGPLPREDGNLMLHLQRLETTLSVCAEEPDHGQLFTHLGRMALEFNRLASKVHKNEQRTSILQTLCEQLRKENEALKAKLDKGLEQRDQAAERLREENLELKKLLMSNGNKEGASGRPGSPKMEGTGKKAVAGQQQASVTAGKVPEVVALGAAE.... Result: 0 (no interaction). (4) The miRNA is hsa-miR-1226-3p with sequence UCACCAGCCCUGUGUUCCCUAG. The protein sequence of the target gene is MVRGAGPGPSLSALSHPTGASGMAAAEGPGYLVSPQAEKHRRARNWTDAEMRGLMLVWEEFFDELKQTKRNAKVYEKMASKLFEMTGERRLGEEIKIKITNMTFQYRKLKCMTDSESAPPDWPYYLAIDGILAKVPESCDGKLPDSQPPGPSTSQTEASLSPPAKSTPLYFPYNQCSYEGRFEDDRSDSSSSLLSLKFRSEERPVKKRKVQSCHLQKKQLRLLEAMVEEQRRLSRAVEETCREVRRVLDQQHILQVQSLQLQERMMSLLERIITKSSV. Result: 1 (interaction). (5) The miRNA is hsa-miR-127-5p with sequence CUGAAGCUCAGAGGGCUCUGAU. The protein sequence of the target gene is MSSGAASGTGRGRPRGGGPGPGDPPPSETHKLVVVGGGGVGKSALTIQFIQSYFVSDYDPTIEDSYTKICSVDGIPARLDILDTAGQEEFGAMREQYMRAGHGFLLVFAINDRQSFNEVGKLFTQILRVKDRDDFPVVLVGNKADLESQRQVPRSEASAFGASHHVAYFEASAKLRLNVDEAFEQLVRAVRKYQEQELPPSPPSAPRKKGGGCPCVLL. Result: 0 (no interaction). (6) The miRNA is hsa-miR-451a with sequence AAACCGUUACCAUUACUGAGUU. The protein sequence of the target gene is MSTGDSFETRFEKIDNLLRDPKSEVNSDCLLDGLDALVYDLDFPALRKNKNIDNFLSRYKDTINKIRDLRMKAEDYEVVKVIGRGAFGEVQLVRHKSTRKVYAMKLLSKFEMIKRSDSAFFWEERDIMAFANSPWVVQLFYAFQDDRYLYMVMEYMPGGDLVNLMSNYDVPEKWARFYTAEVVLALDAIHSMGFIHRDVKPDNMLLDKSGHLKLADFGTCMKMNKEGMVRCDTAVGTPDYISPEVLKSQGGDGYYGRECDWWSVGVFLYEMLVGDTPFYADSLVGTYSKIMNHKNSLTFP.... Result: 0 (no interaction). (7) The miRNA is mmu-miR-101a-3p with sequence UACAGUACUGUGAUAACUGAA. The protein sequence of the target gene is MATEGMILTNHDHQIRVGVLTVSDSCFRNLAEDRSGINLKDLVQDPSLLGGTISAYKIVPDEIEEIKETLIDWCDEKELNLILTTGGTGFAPRDVTPEATKEVIEREAPGMALAMLMGSLNVTPLGMLSRPVCGIRGKTLIINLPGSKKGSQECFQFILPALPHAIDLLRDAIVKVKEVHDELEDLPSPPPPLSPPPTTSPHKQTEDKGVQCEEEEEEKKDSGVASTEDSSSSHITAAAIAAKIPDSIISRGVQVLPRDTASLSTTPSESPRAQATSRLSTASCPTPKVQSRCSSKENIL.... Result: 0 (no interaction). (8) The miRNA is mmu-miR-3071-5p with sequence ACUCAUUUGAGACGAUGAUGGA. The protein sequence of the target gene is MLRLSLPPNVSMGFRLVALVALLFSHVDHITADTEAETGGNETTECTGSYYCKKGVILPIWEPQDPSFGDKIARATVYFVAMVYMFLGVSIIADRFMSSIEVITSQEKEITIKKPNGETTKTTVRIWNETVSNLTLMALGSSAPEILLSVIEVCGHNFTAGDLGPSTIVGSAAFNMFIIIALCVYVVPDGETRKIKHLRVFFVTAAWSIFAYTWLYIILSVSSPGVVEVWEGLLTFFFFPICVVFAWVADRRLLFYKYVYKRYRAGKQRGMIIEHEGDRPASKTEIEMDGKVVNSHVDNF.... Result: 1 (interaction).